This data is from Forward reaction prediction with 1.9M reactions from USPTO patents (1976-2016). The task is: Predict the product of the given reaction. (1) The product is: [F:37][C:38]([F:46])([F:47])[C:39]1[CH:40]=[C:41]([NH:42][C:11]([C:10]2[CH:14]=[CH:15][CH:16]=[CH:17][C:9]=2/[CH:8]=[CH:7]/[C:6]([O:5][C:1]([CH3:2])([CH3:3])[CH3:4])=[O:18])=[O:13])[CH:43]=[CH:44][CH:45]=1. Given the reactants [C:1]([O:5][C:6](=[O:18])/[CH:7]=[CH:8]/[C:9]1[CH:17]=[CH:16][CH:15]=[CH:14][C:10]=1[C:11]([OH:13])=O)([CH3:4])([CH3:3])[CH3:2].C[N+]1(C2N=C(OC)N=C(OC)N=2)CCOCC1.[Cl-].[F:37][C:38]([F:47])([F:46])[C:39]1[CH:40]=[C:41]([CH:43]=[CH:44][CH:45]=1)[NH2:42].O, predict the reaction product. (2) The product is: [N+:42]([C:37]1[CH:38]=[CH:39][CH:40]=[C:41]2[C:36]=1[NH:35][C:34]([C:54]([OH:56])=[O:55])=[C:33]2[S:30]([N:69]1[CH2:70][CH2:71][O:72][C@H:67]([CH2:66][O:59][C:60]2[CH:61]=[CH:62][CH:63]=[CH:64][CH:65]=2)[CH2:68]1)(=[O:31])=[O:32])([O-:44])=[O:43]. Given the reactants BrC1C=C2C(=CC=1)N(S(C1C=CC=CC=1)(=O)=O)C(C(OCC)=O)=C2S(Cl)(=O)=O.Cl[S:30]([C:33]1[C:41]2[C:36](=[C:37]([N+:42]([O-:44])=[O:43])[CH:38]=[CH:39][CH:40]=2)[N:35](S(C2C=CC=CC=2)(=O)=O)[C:34]=1[C:54]([O:56]CC)=[O:55])(=[O:32])=[O:31].[O:59]([CH2:66][C@H:67]1[O:72][CH2:71][CH2:70][NH:69][CH2:68]1)[C:60]1[CH:65]=[CH:64][CH:63]=[CH:62][CH:61]=1, predict the reaction product.